Predict which catalyst facilitates the given reaction. From a dataset of Catalyst prediction with 721,799 reactions and 888 catalyst types from USPTO. (1) Reactant: O=P(Cl)(Cl)Cl.[CH3:6]N(C=O)C.C(O[CH:14](OCC)[CH2:15][O:16][CH2:17][C:18]1[CH:23]=[CH:22][CH:21]=[CH:20][CH:19]=1)C.C([O-])([O-])=O.[Na+].[Na+].C[O-].[Na+].[NH:36]([CH2:38][CH2:39][OH:40])[NH2:37]. Product: [CH2:17]([O:16][C:15]1[CH:14]=[N:37][N:36]([CH2:38][CH2:39][OH:40])[CH:6]=1)[C:18]1[CH:19]=[CH:20][CH:21]=[CH:22][CH:23]=1. The catalyst class is: 22. (2) Reactant: [NH2:1][C:2]1[CH:7]=[CH:6][C:5]([CH3:8])=[CH:4][N:3]=1.Br[CH2:10][C:11]([C:13]1[CH:18]=[CH:17][CH:16]=[CH:15][C:14]=1[Cl:19])=O.[OH-].[Na+]. Product: [Cl:19][C:14]1[CH:15]=[CH:16][CH:17]=[CH:18][C:13]=1[C:11]1[N:1]=[C:2]2[CH:7]=[CH:6][C:5]([CH3:8])=[CH:4][N:3]2[CH:10]=1. The catalyst class is: 8.